From a dataset of Forward reaction prediction with 1.9M reactions from USPTO patents (1976-2016). Predict the product of the given reaction. (1) Given the reactants [Cl:1][C:2]1[CH:3]=[C:4]([CH:6]=[CH:7][C:8]=1[O:9][CH3:10])[NH2:5].Cl.[CH:12](=O)/[CH:13]=[CH:14]/[CH3:15], predict the reaction product. The product is: [Cl:1][C:2]1[CH:3]=[C:4]2[C:6]([CH:12]=[CH:13][C:14]([CH3:15])=[N:5]2)=[CH:7][C:8]=1[O:9][CH3:10]. (2) Given the reactants CI.[F:3][CH:4]([F:34])[C:5]1[CH:6]=[C:7]([N:11]2[C:16]3[CH2:17][CH2:18][C:19](=[O:20])[C:15]=3[CH:14]([C:21]3[CH:28]=[CH:27][C:24]([C:25]#[N:26])=[CH:23][C:22]=3[S:29]([CH3:32])(=[O:31])=[O:30])[NH:13][C:12]2=[O:33])[CH:8]=[CH:9][CH:10]=1.[C:35](=O)([O-])[O-].[Cs+].[Cs+], predict the reaction product. The product is: [F:34][CH:4]([F:3])[C:5]1[CH:6]=[C:7]([N:11]2[C:16]3[CH2:17][CH2:18][C:19](=[O:20])[C:15]=3[CH:14]([C:21]3[CH:28]=[CH:27][C:24]([C:25]#[N:26])=[CH:23][C:22]=3[S:29]([CH3:32])(=[O:31])=[O:30])[N:13]([CH3:35])[C:12]2=[O:33])[CH:8]=[CH:9][CH:10]=1. (3) Given the reactants [NH2:1][C:2]1[S:6][N:5]=[C:4]([CH3:7])[C:3]=1[C:8]([OH:10])=O.S(Cl)(Cl)=O.[Cl:15][C:16]1[CH:22]=[CH:21][C:19]([NH2:20])=[CH:18][C:17]=1[F:23].C(N(CC)CC)C.Cl, predict the reaction product. The product is: [NH2:1][C:2]1[S:6][N:5]=[C:4]([CH3:7])[C:3]=1[C:8]([NH:20][C:19]1[CH:21]=[CH:22][C:16]([Cl:15])=[C:17]([F:23])[CH:18]=1)=[O:10]. (4) The product is: [CH3:14][O:13][C:3]1[CH:4]=[C:5]([CH:11]=[CH:12][C:2]=1[O:1][CH2:24][C@@H:23]1[CH2:26][CH2:27][CH2:28][N:22]1[C:15]([O:17][C:18]([CH3:19])([CH3:21])[CH3:20])=[O:16])[C:6]([O:8][CH2:9][CH3:10])=[O:7]. Given the reactants [OH:1][C:2]1[CH:12]=[CH:11][C:5]([C:6]([O:8][CH2:9][CH3:10])=[O:7])=[CH:4][C:3]=1[O:13][CH3:14].[C:15]([N:22]1[CH2:28][CH2:27][CH2:26][C@H:23]1[CH2:24]O)([O:17][C:18]([CH3:21])([CH3:20])[CH3:19])=[O:16].C1C=CC(P(C2C=CC=CC=2)C2C=CC=CC=2)=CC=1.CC(OC(/N=N/C(OC(C)C)=O)=O)C, predict the reaction product. (5) Given the reactants [CH3:1][O:2][CH2:3][CH2:4][OH:5].[H-].[Na+].Cl[C:9]1[C:14]2[N:15]=[C:16]([O:32][CH2:33][CH3:34])[N:17]([C:20]3[CH:25]=[CH:24][C:23]([O:26][CH2:27][C:28]([F:31])([F:30])[F:29])=[CH:22][CH:21]=3)[C:18](=[O:19])[C:13]=2[CH:12]=[CH:11][N:10]=1.O, predict the reaction product. The product is: [CH2:33]([O:32][C:16]1[N:17]([C:20]2[CH:25]=[CH:24][C:23]([O:26][CH2:27][C:28]([F:31])([F:30])[F:29])=[CH:22][CH:21]=2)[C:18](=[O:19])[C:13]2[CH:12]=[CH:11][N:10]=[C:9]([O:5][CH2:4][CH2:3][O:2][CH3:1])[C:14]=2[N:15]=1)[CH3:34]. (6) Given the reactants C[O:2][C:3]1[CH:4]=[C:5]([CH:18]=[CH:19][CH:20]=1)[CH2:6][CH:7]1[C:12]([CH3:14])([CH3:13])[C:11](=[CH2:15])[CH2:10][CH2:9][N:8]1C=O.Br, predict the reaction product. The product is: [CH3:15][C:11]12[C:12]([CH3:13])([CH3:14])[CH:7]([NH:8][CH2:9][CH2:10]1)[CH2:6][C:5]1[CH:4]=[C:3]([OH:2])[CH:20]=[CH:19][C:18]2=1. (7) Given the reactants [Br:1][C:2]1[CH:14]=[C:13]2[C:5]([C:6]3[CH:7]=[CH:8][C:9](C#N)=[CH:10][C:11]=3[C:12]2([CH2:19][CH2:20][O:21][CH3:22])[CH2:15][CH2:16][O:17][CH3:18])=[CH:4][CH:3]=1.[Br:25]C1C=CC2C3C(=CC(Br)=CC=3)CC=2C=1.[H-].[Na+].ClCCOC, predict the reaction product. The product is: [Br:25][C:9]1[CH:8]=[CH:7][C:6]2[C:5]3[C:13](=[CH:14][C:2]([Br:1])=[CH:3][CH:4]=3)[C:12]([CH2:19][CH2:20][O:21][CH3:22])([CH2:15][CH2:16][O:17][CH3:18])[C:11]=2[CH:10]=1. (8) The product is: [Cl:41][C:17]1[CH:16]=[CH:15][N:14]=[C:13]2[NH:12][CH:11]=[C:10]([CH:9]([C:19]3[CH:24]=[CH:23][CH:22]=[CH:21][CH:20]=3)[CH:5]3[C:6](=[O:8])[O:7][C:2]([CH3:26])([CH3:1])[O:3][C:4]3=[O:25])[C:18]=12. Given the reactants [CH3:1][C:2]1([CH3:26])[O:7][C:6](=[O:8])[CH:5]([CH:9]([C:19]2[CH:24]=[CH:23][CH:22]=[CH:21][CH:20]=2)[C:10]2[C:18]3[C:13](=[N:14][CH:15]=[CH:16][CH:17]=3)[NH:12][CH:11]=2)[C:4](=[O:25])[O:3]1.C([Si](C)(C)N1C2=NC=CC([Cl:41])=C2C=C1)(C)(C)C, predict the reaction product. (9) Given the reactants OO.[Ce:3].[NH2:4][C@H:5]([C:9]([OH:11])=[O:10])[C@@H:6]([CH3:8])[OH:7], predict the reaction product. The product is: [NH2:4][CH:5]([C:9]([OH:11])=[O:10])[CH:6]([CH3:8])[OH:7].[Ce:3]. (10) Given the reactants [Cl:1][C:2]1[C:3](F)=[N:4][CH:5]=[C:6]([Cl:8])[CH:7]=1.[Cl:10][C:11]1[CH:12]=[C:13]([CH:18]=[CH:19][C:20]=1[S:21](=[O:35])(=[O:34])[NH:22][CH2:23][C:24]1[CH:25]=[C:26]2[C:30](=[CH:31][CH:32]=1)[N:29]([CH3:33])[N:28]=[CH:27]2)[C:14]([O:16][CH3:17])=[O:15], predict the reaction product. The product is: [Cl:10][C:11]1[CH:12]=[C:13]([CH:18]=[CH:19][C:20]=1[S:21](=[O:34])(=[O:35])[N:22]([C:3]1[C:2]([Cl:1])=[CH:7][C:6]([Cl:8])=[CH:5][N:4]=1)[CH2:23][C:24]1[CH:25]=[C:26]2[C:30](=[CH:31][CH:32]=1)[N:29]([CH3:33])[N:28]=[CH:27]2)[C:14]([O:16][CH3:17])=[O:15].